Predict which catalyst facilitates the given reaction. From a dataset of Catalyst prediction with 721,799 reactions and 888 catalyst types from USPTO. The catalyst class is: 3. Reactant: [CH2:1]([O:3][C:4](=[O:33])[C:5]([O:8][C:9]1[CH:14]=[CH:13][C:12]([O:15][CH2:16][CH2:17][CH:18]2[CH2:22][N:21]([CH2:23][C:24]3[CH:29]=[CH:28][C:27]([CH3:30])=[C:26]([CH3:31])[CH:25]=3)[C:20](=[O:32])[NH:19]2)=[CH:11][CH:10]=1)([CH3:7])[CH3:6])[CH3:2].[H-].[Na+].I[CH3:37]. Product: [CH2:1]([O:3][C:4](=[O:33])[C:5]([O:8][C:9]1[CH:10]=[CH:11][C:12]([O:15][CH2:16][CH2:17][CH:18]2[CH2:22][N:21]([CH2:23][C:24]3[CH:29]=[CH:28][C:27]([CH3:30])=[C:26]([CH3:31])[CH:25]=3)[C:20](=[O:32])[N:19]2[CH3:37])=[CH:13][CH:14]=1)([CH3:6])[CH3:7])[CH3:2].